This data is from Forward reaction prediction with 1.9M reactions from USPTO patents (1976-2016). The task is: Predict the product of the given reaction. (1) The product is: [ClH:1].[Cl:1][C:2]1[CH:3]=[C:4]([C@@H:8]([OH:45])[CH2:9][NH:10][CH2:18][CH2:19][C:20]2[CH:21]=[CH:22][C:23]([C:26]3[CH:34]=[C:33]4[C:29]([C:30]([C:38]([NH:40][S:41]([CH3:44])(=[O:42])=[O:43])=[O:39])=[CH:31][N:32]4[CH:35]([CH3:37])[CH3:36])=[CH:28][CH:27]=3)=[CH:24][CH:25]=2)[CH:5]=[CH:6][CH:7]=1. Given the reactants [Cl:1][C:2]1[CH:3]=[C:4]([C@@H:8]([O:45]C2CCCCO2)[CH2:9][N:10]([CH2:18][CH2:19][C:20]2[CH:25]=[CH:24][C:23]([C:26]3[CH:34]=[C:33]4[C:29]([C:30]([C:38]([NH:40][S:41]([CH3:44])(=[O:43])=[O:42])=[O:39])=[CH:31][N:32]4[CH:35]([CH3:37])[CH3:36])=[CH:28][CH:27]=3)=[CH:22][CH:21]=2)C(=O)OC(C)(C)C)[CH:5]=[CH:6][CH:7]=1, predict the reaction product. (2) Given the reactants [BH4-].[Na+].[CH:3]([C:5]1[CH:6]=[CH:7][C:8]2[N:9]([C:18]3[CH:23]=[CH:22][C:21]([C:24]4[CH:29]=[CH:28][C:27]([N:30]5[C:42]6[CH:41]=[CH:40][C:39]([CH:43]=[O:44])=[CH:38][C:37]=6[C:36]6[C:31]5=[CH:32][CH:33]=[CH:34][CH:35]=6)=[CH:26][CH:25]=4)=[CH:20][CH:19]=3)[C:10]3[C:15]([C:16]=2[CH:17]=1)=[CH:14][CH:13]=[CH:12][CH:11]=3)=[O:4].C(O)C.ClCCl.Cl, predict the reaction product. The product is: [OH:44][CH2:43][C:39]1[CH:40]=[CH:41][C:42]2[N:30]([C:27]3[CH:28]=[CH:29][C:24]([C:21]4[CH:20]=[CH:19][C:18]([N:9]5[C:8]6[CH:7]=[CH:6][C:5]([CH2:3][OH:4])=[CH:17][C:16]=6[C:15]6[C:10]5=[CH:11][CH:12]=[CH:13][CH:14]=6)=[CH:23][CH:22]=4)=[CH:25][CH:26]=3)[C:31]3[C:36]([C:37]=2[CH:38]=1)=[CH:35][CH:34]=[CH:33][CH:32]=3. (3) Given the reactants [F:1][C:2]1[CH:7]=[C:6]([O:8][CH2:9][CH:10]2[CH2:15][CH2:14][N:13]([CH2:16][C:17]3([C:21]([F:24])([F:23])[F:22])[CH2:20][CH2:19][CH2:18]3)[CH2:12][CH2:11]2)[CH:5]=[CH:4][C:3]=1[C:25]1[CH:30]=[CH:29][C:28]([OH:31])=[CH:27][CH:26]=1.N1C=CC=CC=1.[F:38][C:39]([F:52])([F:51])[S:40](O[S:40]([C:39]([F:52])([F:51])[F:38])(=[O:42])=[O:41])(=[O:42])=[O:41].O, predict the reaction product. The product is: [F:38][C:39]([F:52])([F:51])[S:40]([O:31][C:28]1[CH:27]=[CH:26][C:25]([C:3]2[CH:4]=[CH:5][C:6]([O:8][CH2:9][CH:10]3[CH2:11][CH2:12][N:13]([CH2:16][C:17]4([C:21]([F:22])([F:23])[F:24])[CH2:20][CH2:19][CH2:18]4)[CH2:14][CH2:15]3)=[CH:7][C:2]=2[F:1])=[CH:30][CH:29]=1)(=[O:42])=[O:41]. (4) Given the reactants [F:1][C:2]1[CH:3]=[C:4]([C:8]2[N:13]=[CH:12][C:11]([C:14]([OH:16])=O)=[CH:10][N:9]=2)[CH:5]=[CH:6][CH:7]=1.C(C1NC=CN=1)(C1NC=CN=1)=O.[C:29]([O:33][C:34](=[O:45])[NH:35][CH2:36][C:37]1[CH:42]=[CH:41][CH:40]=[C:39]([CH2:43][NH2:44])[CH:38]=1)([CH3:32])([CH3:31])[CH3:30], predict the reaction product. The product is: [C:29]([O:33][C:34](=[O:45])[NH:35][CH2:36][C:37]1[CH:42]=[CH:41][CH:40]=[C:39]([CH2:43][NH:44][C:14]([C:11]2[CH:12]=[N:13][C:8]([C:4]3[CH:5]=[CH:6][CH:7]=[C:2]([F:1])[CH:3]=3)=[N:9][CH:10]=2)=[O:16])[CH:38]=1)([CH3:32])([CH3:30])[CH3:31].